Predict which catalyst facilitates the given reaction. From a dataset of Catalyst prediction with 721,799 reactions and 888 catalyst types from USPTO. Reactant: [H-].[Na+].[Br:3][C:4]1[CH:12]=[CH:11][CH:10]=[C:9]2[C:5]=1[CH:6]=[CH:7][NH:8]2.I[CH3:14]. Product: [Br:3][C:4]1[CH:12]=[CH:11][CH:10]=[C:9]2[C:5]=1[CH:6]=[CH:7][N:8]2[CH3:14]. The catalyst class is: 85.